From a dataset of Forward reaction prediction with 1.9M reactions from USPTO patents (1976-2016). Predict the product of the given reaction. (1) Given the reactants [Li][CH2:2][CH2:3][CH2:4]C.[CH2:6]1[C:14]2[C:9](=[CH:10][C:11]([CH:15]=O)=[CH:12][CH:13]=2)[CH2:8][CH2:7]1, predict the reaction product. The product is: [CH3:2][C:3]([CH3:4])=[CH:15][C:11]1[CH:10]=[C:9]2[C:14](=[CH:13][CH:12]=1)[CH2:6][CH2:7][CH2:8]2. (2) The product is: [Cl:22][C:23]1[N:24]=[CH:25][C:26]([O:1][C:2]2[CH:19]=[CH:18][C:5]3[CH2:6][CH2:7][N:8]([C:11]([O:13][C:14]([CH3:16])([CH3:15])[CH3:17])=[O:12])[CH2:9][CH2:10][C:4]=3[CH:3]=2)=[N:27][CH:28]=1. Given the reactants [OH:1][C:2]1[CH:19]=[CH:18][C:5]2[CH2:6][CH2:7][N:8]([C:11]([O:13][C:14]([CH3:17])([CH3:16])[CH3:15])=[O:12])[CH2:9][CH2:10][C:4]=2[CH:3]=1.[H-].[Na+].[Cl:22][C:23]1[CH:28]=[N:27][C:26](Cl)=[CH:25][N:24]=1, predict the reaction product. (3) Given the reactants [Cl:1][C:2]1[CH:3]=[C:4]([CH:7]=[C:8]([Cl:28])[C:9]=1[N:10]1[CH:27]=[C:13]2[C:14]([NH:19][C:20]3[CH:25]=[C:24]([CH3:26])[N:23]=[CH:22][N:21]=3)=[N:15][CH:16]=[C:17]([F:18])[C:12]2=[N:11]1)[CH:5]=[O:6].[BH4-].[Na+].Cl, predict the reaction product. The product is: [ClH:1].[Cl:1][C:2]1[CH:3]=[C:4]([CH2:5][OH:6])[CH:7]=[C:8]([Cl:28])[C:9]=1[N:10]1[CH:27]=[C:13]2[C:14]([NH:19][C:20]3[CH:25]=[C:24]([CH3:26])[N:23]=[CH:22][N:21]=3)=[N:15][CH:16]=[C:17]([F:18])[C:12]2=[N:11]1. (4) Given the reactants [CH3:1][C:2]1[C:3]([NH2:11])=[C:4]([CH:8]=[CH:9][CH:10]=1)[C:5]([OH:7])=O.[C:12]1([N:18]=[C:19]=[S:20])[CH:17]=[CH:16][CH:15]=[CH:14][CH:13]=1, predict the reaction product. The product is: [CH3:1][C:2]1[CH:10]=[CH:9][CH:8]=[C:4]2[C:3]=1[N:11]=[C:19]([SH:20])[N:18]([C:12]1[CH:17]=[CH:16][CH:15]=[CH:14][CH:13]=1)[C:5]2=[O:7]. (5) Given the reactants [Cl:1][C:2]1[CH:3]=[C:4]([NH:13][C:14]2[CH:29]=[C:28]([CH:30]([CH3:32])[CH3:31])[C:17]([C:18]([NH:20][CH2:21][CH:22]3[CH2:27][CH2:26][O:25][CH2:24][CH2:23]3)=O)=[CH:16][N:15]=2)[CH:5]=[CH:6][C:7]=1[O:8][C:9]([F:12])([F:11])[F:10].B.O1CCCC1, predict the reaction product. The product is: [Cl:1][C:2]1[CH:3]=[C:4]([NH:13][C:14]2[CH:29]=[C:28]([CH:30]([CH3:32])[CH3:31])[C:17]([CH2:18][NH:20][CH2:21][CH:22]3[CH2:23][CH2:24][O:25][CH2:26][CH2:27]3)=[CH:16][N:15]=2)[CH:5]=[CH:6][C:7]=1[O:8][C:9]([F:10])([F:12])[F:11]. (6) Given the reactants Br[C:2]1[CH:3]=[N:4][C:5]2[N:6]([N:8]=[C:9]([C:11]([CH3:14])([CH3:13])[CH3:12])[CH:10]=2)[CH:7]=1.[C:15]([C:17]1[CH:22]=[CH:21][C:20]([O:23][CH3:24])=[CH:19][CH:18]=1)#[CH:16], predict the reaction product. The product is: [C:11]([C:9]1[CH:10]=[C:5]2[N:4]=[CH:3][C:2]([C:16]#[C:15][C:17]3[CH:22]=[CH:21][C:20]([O:23][CH3:24])=[CH:19][CH:18]=3)=[CH:7][N:6]2[N:8]=1)([CH3:14])([CH3:13])[CH3:12].